Predict which catalyst facilitates the given reaction. From a dataset of Catalyst prediction with 721,799 reactions and 888 catalyst types from USPTO. (1) Reactant: [I:1][C:2]1[CH:7]=[CH:6][N:5]=[C:4]([N:8]2[C:16]3[CH2:15][CH2:14][C:13]([CH3:18])([CH3:17])[CH2:12][C:11]=3[C:10]([C:19](O)=[O:20])=[N:9]2)[CH:3]=1.[Cl-].[NH4+:23]. Product: [I:1][C:2]1[CH:7]=[CH:6][N:5]=[C:4]([N:8]2[C:16]3[CH2:15][CH2:14][C:13]([CH3:17])([CH3:18])[CH2:12][C:11]=3[C:10]([C:19]([NH2:23])=[O:20])=[N:9]2)[CH:3]=1. The catalyst class is: 504. (2) Reactant: [Br:1][C:2]1[CH:3]=[C:4]2[C:8](=[CH:9][CH:10]=1)[NH:7][CH:6]=[CH:5]2.[CH:11]([Si:14](Cl)([CH:18]([CH3:20])[CH3:19])[CH:15]([CH3:17])[CH3:16])([CH3:13])[CH3:12]. Product: [Br:1][C:2]1[CH:3]=[C:4]2[C:8](=[CH:9][CH:10]=1)[N:7]([Si:14]([CH:18]([CH3:20])[CH3:19])([CH:15]([CH3:17])[CH3:16])[CH:11]([CH3:13])[CH3:12])[CH:6]=[CH:5]2. The catalyst class is: 1.